This data is from Forward reaction prediction with 1.9M reactions from USPTO patents (1976-2016). The task is: Predict the product of the given reaction. (1) Given the reactants Cl.Cl.Cl.[N:4]1([C:10]2[CH:15]=[CH:14][C:13]([C@H:16]3[NH:21][CH2:20][CH2:19][NH:18][CH2:17]3)=[CH:12][CH:11]=2)[CH2:9][CH2:8][O:7][CH2:6][CH2:5]1.C(N(CC)CC)C.Cl[C:30]1[N:35]([CH3:36])[C:34](=[O:37])[CH:33]=[C:32]([C:38]2[CH:43]=[CH:42][N:41]=[CH:40][C:39]=2[F:44])[N:31]=1, predict the reaction product. The product is: [F:44][C:39]1[CH:40]=[N:41][CH:42]=[CH:43][C:38]=1[C:32]1[N:31]=[C:30]([N:18]2[CH2:19][CH2:20][NH:21][C@@H:16]([C:13]3[CH:12]=[CH:11][C:10]([N:4]4[CH2:5][CH2:6][O:7][CH2:8][CH2:9]4)=[CH:15][CH:14]=3)[CH2:17]2)[N:35]([CH3:36])[C:34](=[O:37])[CH:33]=1. (2) Given the reactants C(=O)([O-])[O-].[Cs+].[Cs+].C(P(C(C)(C)C)C(C)(C)C)(C)(C)C.Br[C:21]1[CH:22]=[C:23]2[C:28](=[CH:29][CH:30]=1)[N:27]=[CH:26][N:25]([C:31]1[CH:32]=[C:33]([NH:38][C:39](=[O:51])[C:40]3[CH:45]=[CH:44][CH:43]=[C:42]([C:46]([C:49]#[N:50])([CH3:48])[CH3:47])[CH:41]=3)[CH:34]=[CH:35][C:36]=1[CH3:37])[C:24]2=[O:52].[CH2:53]([N:55]1[CH2:60][CH2:59][NH:58][CH2:57][CH2:56]1)[CH3:54], predict the reaction product. The product is: [C:49]([C:46]([C:42]1[CH:41]=[C:40]([CH:45]=[CH:44][CH:43]=1)[C:39]([NH:38][C:33]1[CH:34]=[CH:35][C:36]([CH3:37])=[C:31]([N:25]2[C:24](=[O:52])[C:23]3[C:28](=[CH:29][CH:30]=[C:21]([N:58]4[CH2:59][CH2:60][N:55]([CH2:53][CH3:54])[CH2:56][CH2:57]4)[CH:22]=3)[N:27]=[CH:26]2)[CH:32]=1)=[O:51])([CH3:47])[CH3:48])#[N:50]. (3) Given the reactants S1C=CC(C(Cl)=[O:7])=C1.C([O:11][C:12]([C:14]1[CH:19]=[CH:18][C:17]([C:20]2[C:29](=[O:30])[C:28]3[C:23](=[CH:24][C:25](C4SC=CC=4C([O-])=O)=[CH:26][CH:27]=3)[O:22][C:21]=2[C:39]2[CH:43]=[CH:42][S:41][CH:40]=2)=[CH:16][CH:15]=1)=[O:13])C, predict the reaction product. The product is: [OH:7][C:25]1[CH:24]=[C:23]2[C:28]([C:29](=[O:30])[C:20]([C:17]3[CH:18]=[CH:19][C:14]([C:12]([OH:11])=[O:13])=[CH:15][CH:16]=3)=[C:21]([C:39]3[CH:43]=[CH:42][S:41][CH:40]=3)[O:22]2)=[CH:27][CH:26]=1. (4) Given the reactants Cl.O1CCOCC1.[Br:8][C:9]1[CH:14]=[CH:13][CH:12]=[C:11]([Cl:15])[C:10]=1[N:16](C(OC(C)(C)C)=O)[NH:17]C(OC(C)(C)C)=O, predict the reaction product. The product is: [ClH:15].[Br:8][C:9]1[CH:14]=[CH:13][CH:12]=[C:11]([Cl:15])[C:10]=1[NH:16][NH2:17]. (5) Given the reactants CS([Cl:5])(=O)=O.[Br:6][C:7]1[CH:12]=[CH:11][C:10]([CH2:13]O)=[C:9]([CH3:15])[CH:8]=1.C(N(CC)CC)C.O, predict the reaction product. The product is: [Br:6][C:7]1[CH:12]=[CH:11][C:10]([CH2:13][Cl:5])=[C:9]([CH3:15])[CH:8]=1. (6) Given the reactants [NH:1]1[CH2:6][CH2:5][CH:4]([N:7]2[CH2:16][C:15]3[C:10](=[CH:11][CH:12]=[CH:13][CH:14]=3)[NH:9][C:8]2=[O:17])[CH2:3][CH2:2]1.[C:18]([O-:21])(=[O:20])[CH3:19].[H][H].N.[K+].[Br-], predict the reaction product. The product is: [NH:1]1[CH2:6][CH2:5][CH:4]([N:7]2[CH2:16][CH:15]3[CH:10]([CH2:11][CH2:12][CH2:13][CH2:14]3)[NH:9][C:8]2=[O:17])[CH2:3][CH2:2]1.[C:18]([O-:21])(=[O:20])[CH3:19]. (7) Given the reactants [OH:1][C:2]1[CH:7]=[CH:6][C:5]([CH2:8][CH2:9][C:10]([OH:12])=[O:11])=[CH:4][CH:3]=1.C(N1C=CN=C1)(N1C=CN=C1)=O.C1CCN2C(=NCCC2)CC1.[C:36](O)([CH3:39])([CH3:38])[CH3:37], predict the reaction product. The product is: [C:36]([O:11][C:10](=[O:12])[CH2:9][CH2:8][C:5]1[CH:4]=[CH:3][C:2]([OH:1])=[CH:7][CH:6]=1)([CH3:39])([CH3:38])[CH3:37].